This data is from Catalyst prediction with 721,799 reactions and 888 catalyst types from USPTO. The task is: Predict which catalyst facilitates the given reaction. (1) Reactant: C([O:8][C:9]1[CH:14]=[C:13]([O:15][CH2:16][CH2:17][CH2:18][C:19]2[C:20]([O:34][CH2:35][CH3:36])=[N:21][N:22]([C:24]3[CH:29]=[CH:28][C:27]([C:30]([F:33])([F:32])[F:31])=[CH:26][N:25]=3)[CH:23]=2)[CH:12]=[CH:11][C:10]=1[CH2:37][CH2:38][C:39]([O:41][CH2:42][CH3:43])=[O:40])C1C=CC=CC=1.O1CCCC1. Product: [CH2:35]([O:34][C:20]1[C:19]([CH2:18][CH2:17][CH2:16][O:15][C:13]2[CH:12]=[CH:11][C:10]([CH2:37][CH2:38][C:39]([O:41][CH2:42][CH3:43])=[O:40])=[C:9]([OH:8])[CH:14]=2)=[CH:23][N:22]([C:24]2[CH:29]=[CH:28][C:27]([C:30]([F:31])([F:33])[F:32])=[CH:26][N:25]=2)[N:21]=1)[CH3:36]. The catalyst class is: 349. (2) Reactant: Cl[C:2]1[S:6][N:5]=[C:4]([S:7][CH2:8][C:9]2[CH:14]=[CH:13][C:12]([CH3:15])=[CH:11][CH:10]=2)[N:3]=1.[CH3:16][C:17]1([CH3:24])[O:21][CH:20]([CH2:22][OH:23])[CH2:19][O:18]1.[H-].[Na+].[Cl-].[Na+]. Product: [CH3:16][C:17]1([CH3:24])[O:21][CH:20]([CH2:22][O:23][C:2]2[S:6][N:5]=[C:4]([S:7][CH2:8][C:9]3[CH:14]=[CH:13][C:12]([CH3:15])=[CH:11][CH:10]=3)[N:3]=2)[CH2:19][O:18]1. The catalyst class is: 9. (3) Reactant: [NH:1]1[CH2:6][CH2:5][O:4][CH2:3][CH2:2]1.C(N(CC)CC)C.[I-].[K+].Cl[CH2:17][C:18]1[N:19]=[C:20]2[CH:25]=[C:24]([C:26]3[CH:31]=[CH:30][C:29]([Cl:32])=[CH:28][C:27]=3[Cl:33])[N:23]=[C:22]([S:34][CH2:35][CH3:36])[N:21]2[CH:37]=1. Product: [Cl:33][C:27]1[CH:28]=[C:29]([Cl:32])[CH:30]=[CH:31][C:26]=1[C:24]1[N:23]=[C:22]([S:34][CH2:35][CH3:36])[N:21]2[CH:37]=[C:18]([CH2:17][N:1]3[CH2:6][CH2:5][O:4][CH2:3][CH2:2]3)[N:19]=[C:20]2[CH:25]=1. The catalyst class is: 3. (4) Reactant: [Cl:1][C:2]1[C:3]([C:10]#[N:11])=[N:4][CH:5]=[C:6]([CH2:8][OH:9])[CH:7]=1.CO. Product: [Cl:1][C:2]1[C:3]([C:10]#[N:11])=[N:4][CH:5]=[C:6]([CH:8]=[O:9])[CH:7]=1. The catalyst class is: 2. (5) Reactant: [C:1]([O:5][C:6]([NH:8][CH2:9][CH2:10][CH:11]1[O:16][CH2:15][CH2:14][N:13]([C:17]([O:19][CH2:20][C:21]2[CH:26]=[C:25]([Cl:27])[CH:24]=[C:23]([Cl:28])[CH:22]=2)=[O:18])[CH2:12]1)=[O:7])([CH3:4])([CH3:3])[CH3:2].[H-].[Na+].I[CH3:32]. Product: [C:1]([O:5][C:6]([N:8]([CH3:32])[CH2:9][CH2:10][CH:11]1[O:16][CH2:15][CH2:14][N:13]([C:17]([O:19][CH2:20][C:21]2[CH:26]=[C:25]([Cl:27])[CH:24]=[C:23]([Cl:28])[CH:22]=2)=[O:18])[CH2:12]1)=[O:7])([CH3:4])([CH3:2])[CH3:3]. The catalyst class is: 18.